Dataset: Reaction yield outcomes from USPTO patents with 853,638 reactions. Task: Predict the reaction yield, written as a fraction of the theoretical maximum amount of product (1.0 means a 100% yield; for example, 0.34 means a 34% yield). (1) The reactants are [CH:1]1([CH2:4][O:5][C:6]2[N:11]=[CH:10][N:9]=[C:8]([NH2:12])[CH:7]=2)[CH2:3][CH2:2]1.[CH:13]1(CO)CCC1. No catalyst specified. The product is [CH:1]1([CH2:4][O:5][C:6]2[N:11]=[CH:10][N:9]=[C:8]([NH2:12])[CH:7]=2)[CH2:3][CH2:2][CH2:13]1. The yield is 0.890. (2) The reactants are Cl[C:2]1[N:6]2[CH:7]=[C:8]([F:11])[CH:9]=[CH:10][C:5]2=[N:4][N:3]=1.Cl.[OH:13][C@H:14]1[CH2:19][CH2:18][CH2:17][NH:16][CH2:15]1.CCN(C(C)C)C(C)C. The catalyst is CC(N(C)C)=O. The product is [F:11][C:8]1[CH:9]=[CH:10][C:5]2[N:6]([C:2]([N:16]3[CH2:17][CH2:18][CH2:19][C@H:14]([OH:13])[CH2:15]3)=[N:3][N:4]=2)[CH:7]=1. The yield is 0.380. (3) The yield is 0.890. No catalyst specified. The reactants are [CH3:1][C@@H:2]1[C:11]2[N:10]=[C:9]([N:12]3[CH2:17][CH2:16][O:15][CH2:14][CH2:13]3)[CH:8]=[CH:7][C:6]=2[CH2:5][N:4](C(OC(C)(C)C)=O)[CH2:3]1.C(OCC)(=O)C.[ClH:31]. The product is [ClH:31].[CH3:1][C@@H:2]1[C:11]2[N:10]=[C:9]([N:12]3[CH2:17][CH2:16][O:15][CH2:14][CH2:13]3)[CH:8]=[CH:7][C:6]=2[CH2:5][NH:4][CH2:3]1. (4) The reactants are [Cl:1][C:2]1[CH:7]=[CH:6][CH:5]=[CH:4][C:3]=1[C:8]1[C:9](=[O:27])[NH:10][C:11](=[O:26])[C:12]=1[C:13]1[C:21]2[C:16](=[N:17][CH:18]=[CH:19][CH:20]=2)[N:15]([CH2:22][CH2:23][CH2:24]O)[CH:14]=1.[N:28]1[CH:33]=CC=C[CH:29]=1.CS(OS(C)(=O)=O)(=O)=O.CNC. The catalyst is C1COCC1. The product is [Cl:1][C:2]1[CH:7]=[CH:6][CH:5]=[CH:4][C:3]=1[C:8]1[C:9](=[O:27])[NH:10][C:11](=[O:26])[C:12]=1[C:13]1[C:21]2[C:16](=[N:17][CH:18]=[CH:19][CH:20]=2)[N:15]([CH2:22][CH2:23][CH2:24][N:28]([CH3:33])[CH3:29])[CH:14]=1. The yield is 0.310. (5) The reactants are C([O:3][C:4](=[O:24])[CH2:5][O:6][CH:7]1[C:15]2[C:10](=[CH:11][CH:12]=[CH:13][CH:14]=2)[C:9](=[O:16])[N:8]1[CH2:17][C:18]1[CH:23]=[CH:22][CH:21]=[CH:20][CH:19]=1)C.C(=O)([O-])[O-].[K+].[K+].Cl. The catalyst is CO.O. The product is [CH2:17]([N:8]1[C:9](=[O:16])[C:10]2[C:15](=[CH:14][CH:13]=[CH:12][CH:11]=2)[CH:7]1[O:6][CH2:5][C:4]([OH:24])=[O:3])[C:18]1[CH:19]=[CH:20][CH:21]=[CH:22][CH:23]=1. The yield is 0.930. (6) The yield is 0.800. The product is [Br:1][C:2]1[CH:7]=[CH:6][C:5]([CH2:8][C:17]#[N:18])=[C:4]([Cl:10])[CH:3]=1. The catalyst is CC#N. The reactants are [Br:1][C:2]1[CH:7]=[CH:6][C:5]([CH2:8]Br)=[C:4]([Cl:10])[CH:3]=1.N#N.[Si]([C:17]#[N:18])(C)(C)C.CCCC[N+](CCCC)(CCCC)CCCC.[F-]. (7) The reactants are C[O:2][C:3]([C:5]1[C:6]([C:13]2[C:18]([Cl:19])=[CH:17][CH:16]=[CH:15][C:14]=2[Cl:20])=[N:7][O:8][C:9]=1[CH:10]1[CH2:12][CH2:11]1)=O.[H-].C([Al+]CC(C)C)C(C)C.Cl. The catalyst is ClCCl. The product is [CH:10]1([C:9]2[O:8][N:7]=[C:6]([C:13]3[C:14]([Cl:20])=[CH:15][CH:16]=[CH:17][C:18]=3[Cl:19])[C:5]=2[CH2:3][OH:2])[CH2:12][CH2:11]1. The yield is 0.900.